This data is from Forward reaction prediction with 1.9M reactions from USPTO patents (1976-2016). The task is: Predict the product of the given reaction. (1) The product is: [CH3:21][O:20][C:17]1[CH:18]=[CH:19][C:14]([N:12]([CH3:13])[C:10](=[O:11])[C@@H:9]([NH:22][C:23](=[O:29])[O:24][C:25]([CH3:28])([CH3:27])[CH3:26])[CH2:8][C:4]2[CH:5]=[CH:6][CH:7]=[C:2]([CH:30]=[CH2:31])[CH:3]=2)=[CH:15][CH:16]=1. Given the reactants Br[C:2]1[CH:3]=[C:4]([CH2:8][C@H:9]([NH:22][C:23](=[O:29])[O:24][C:25]([CH3:28])([CH3:27])[CH3:26])[C:10]([N:12]([C:14]2[CH:19]=[CH:18][C:17]([O:20][CH3:21])=[CH:16][CH:15]=2)[CH3:13])=[O:11])[CH:5]=[CH:6][CH:7]=1.[CH3:30][C:31]1(C)C(C)(C)OB(C=C)O1.C([O-])([O-])=O.[Na+].[Na+], predict the reaction product. (2) Given the reactants [CH2:1]([N:4]1[CH2:9][CH2:8][O:7][CH2:6][CH2:5]1)[CH:2]=[CH2:3].[N+:10]([CH2:13][CH2:14][O:15][CH:16]1[CH2:21][CH2:20][CH2:19][CH2:18][O:17]1)([O-])=[O:11].C1(N=C=O)C=CC=CC=1.C(N(CC)CC)C, predict the reaction product. The product is: [O:17]1[CH2:18][CH2:19][CH2:20][CH2:21][CH:16]1[O:15][CH2:14][C:13]1[CH2:3][CH:2]([CH2:1][N:4]2[CH2:9][CH2:8][O:7][CH2:6][CH2:5]2)[O:11][N:10]=1. (3) Given the reactants C([N:4]1[CH2:9][CH2:8][CH2:7][C@H:6]([C:10]2[CH:15]=[CH:14][C:13]([Br:16])=[CH:12][CH:11]=2)[CH2:5]1)(=O)C.O1CCCC1.CO.O.[OH-].[Li+], predict the reaction product. The product is: [Br:16][C:13]1[CH:12]=[CH:11][C:10]([C@H:6]2[CH2:7][CH2:8][CH2:9][NH:4][CH2:5]2)=[CH:15][CH:14]=1. (4) Given the reactants Br[C:2]1[CH:3]=[C:4]2[C:8](=[N:9][CH:10]=1)[NH:7][C:6](=[O:11])[CH2:5]2.C(N([CH2:17][CH3:18])CC)C.[C]=O.[CH3:21][OH:22].CS(C)=[O:25], predict the reaction product. The product is: [C:21]([C:2]1[CH:3]=[C:4]2[C:8](=[N:9][CH:10]=1)[NH:7][C:6](=[O:11])[CH2:5]2)([O:25][CH2:17][CH3:18])=[O:22]. (5) Given the reactants [CH3:1][C@H:2]1[CH2:7][CH2:6][N:5]([C:8]([O:10][CH2:11][C:12]2[CH:17]=[CH:16][CH:15]=[CH:14][CH:13]=2)=[O:9])[CH2:4][C@H:3]1[C:18]([O:20]C)=[O:19].CO.O.O.[OH-].[Li+], predict the reaction product. The product is: [CH2:11]([O:10][C:8]([N:5]1[CH2:6][CH2:7][C@H:2]([CH3:1])[C@H:3]([C:18]([OH:20])=[O:19])[CH2:4]1)=[O:9])[C:12]1[CH:13]=[CH:14][CH:15]=[CH:16][CH:17]=1. (6) Given the reactants [NH:1]1[C:5]2[CH:6]=[CH:7][CH:8]=[CH:9][C:4]=2[N:3]=[C:2]1[C:10]1[N:11]=[C:12](Br)[S:13][C:14]=1[N:15]1[CH2:20][CH2:19][N:18]([C:21](=[O:32])[CH2:22][N:23]2[C:27]3=[N:28][CH:29]=[CH:30][CH:31]=[C:26]3[CH:25]=[CH:24]2)[CH2:17][CH2:16]1.O1CCO[CH2:36][CH2:35]1, predict the reaction product. The product is: [NH:1]1[C:5]2[CH:6]=[CH:7][CH:8]=[CH:9][C:4]=2[N:3]=[C:2]1[C:10]1[N:11]=[C:12]([CH2:35][CH3:36])[S:13][C:14]=1[N:15]1[CH2:20][CH2:19][N:18]([C:21](=[O:32])[CH2:22][N:23]2[C:27]3=[N:28][CH:29]=[CH:30][CH:31]=[C:26]3[CH:25]=[CH:24]2)[CH2:17][CH2:16]1.